This data is from Reaction yield outcomes from USPTO patents with 853,638 reactions. The task is: Predict the reaction yield, written as a fraction of the theoretical maximum amount of product (1.0 means a 100% yield; for example, 0.34 means a 34% yield). The reactants are [F:1][C:2]1[CH:7]=[C:6]([F:8])[CH:5]=[CH:4][C:3]=1[C@@:9]([NH:20][S@@](C(C)(C)C)=O)([CH2:11][C@@H:12]([OH:19])[C:13]1[N:17]([CH3:18])[N:16]=[CH:15][CH:14]=1)[CH3:10].Cl.O1CCOCC1. The catalyst is CO. The product is [NH2:20][C@@:9]([C:3]1[CH:4]=[CH:5][C:6]([F:8])=[CH:7][C:2]=1[F:1])([CH3:10])[CH2:11][C@H:12]([C:13]1[N:17]([CH3:18])[N:16]=[CH:15][CH:14]=1)[OH:19]. The yield is 1.00.